This data is from Full USPTO retrosynthesis dataset with 1.9M reactions from patents (1976-2016). The task is: Predict the reactants needed to synthesize the given product. (1) Given the product [Cl:1][C:2]1[CH:7]=[CH:6][C:5]([F:8])=[CH:4][C:3]=1[NH:9][C:10](=[O:18])[CH:11]([CH3:17])[C:12]([OH:14])=[O:13], predict the reactants needed to synthesize it. The reactants are: [Cl:1][C:2]1[CH:7]=[CH:6][C:5]([F:8])=[CH:4][C:3]=1[NH:9][C:10](=[O:18])[CH:11]([CH3:17])[C:12]([O:14]CC)=[O:13]. (2) Given the product [F:1][C:2]1[CH:21]=[CH:20][C:5]2[C:6]([C:9]3[CH:10]=[CH:11][C:12]([O:15][CH2:16][C@H:17]([OH:18])[CH2:19][NH:23][CH2:26][CH2:6][C:5]4[CH:20]=[CH:21][CH:2]=[CH:3][CH:4]=4)=[CH:13][CH:14]=3)=[N:7][O:8][C:4]=2[CH:3]=1, predict the reactants needed to synthesize it. The reactants are: [F:1][C:2]1[CH:21]=[CH:20][C:5]2[C:6]([C:9]3[CH:14]=[CH:13][C:12]([O:15][CH2:16][C@H:17]4[CH2:19][O:18]4)=[CH:11][CH:10]=3)=[N:7][O:8][C:4]=2[CH:3]=1.C[N:23]([CH3:26])C=O. (3) Given the product [C:27]([N:31]1[CH2:36][CH2:35][N:34]([CH2:21][C:15]2[CH:16]=[CH:17][C:18]3[C:19]4[N:20]=[C:8]([C:4]5[CH:5]=[CH:6][CH:7]=[C:2]([Cl:1])[CH:3]=5)[CH:9]=[C:10]([C:23]([O:25][CH3:26])=[O:24])[C:11]=4[NH:12][C:13]=3[CH:14]=2)[CH2:33][CH2:32]1)([CH3:30])([CH3:29])[CH3:28], predict the reactants needed to synthesize it. The reactants are: [Cl:1][C:2]1[CH:3]=[C:4]([C:8]2[CH:9]=[C:10]([C:23]([O:25][CH3:26])=[O:24])[C:11]3[NH:12][C:13]4[CH:14]=[C:15]([CH:21]=O)[CH:16]=[CH:17][C:18]=4[C:19]=3[N:20]=2)[CH:5]=[CH:6][CH:7]=1.[C:27]([N:31]1[CH2:36][CH2:35][NH:34][CH2:33][CH2:32]1)([CH3:30])([CH3:29])[CH3:28].C(O[BH-](OC(=O)C)OC(=O)C)(=O)C.[Na+].C(O)(=O)C. (4) Given the product [OH:36][CH2:34][CH2:35][N:23]1[CH2:24][CH2:25][CH2:26][CH:22]1[C:19]1[CH:20]=[CH:21][C:16]([NH:15][CH:14]=[C:5]2[C:4]3[C:9](=[CH:10][CH:11]=[C:2]([I:1])[CH:3]=3)[C:8](=[O:12])[NH:7][C:6]2=[O:13])=[CH:17][CH:18]=1, predict the reactants needed to synthesize it. The reactants are: [I:1][C:2]1[CH:3]=[C:4]2[C:9](=[CH:10][CH:11]=1)[C:8](=[O:12])[NH:7][C:6](=[O:13])[C:5]2=[CH:14][NH:15][C:16]1[CH:21]=[CH:20][C:19]([CH:22]2[CH2:26][CH2:25][CH2:24][NH:23]2)=[CH:18][CH:17]=1.C([O-])([O-])=O.[Na+].[Na+].Br[CH:34]([OH:36])[CH3:35]. (5) Given the product [CH3:23][C:17]1[CH:18]=[C:19]([N+:20]([O-:22])=[O:21])[C:14]([NH:1][C:2]2[CH:3]=[CH:4][C:5]([C:8]([O:10][CH2:11][CH3:12])=[O:9])=[N:6][CH:7]=2)=[N:15][CH:16]=1, predict the reactants needed to synthesize it. The reactants are: [NH2:1][C:2]1[CH:3]=[CH:4][C:5]([C:8]([O:10][CH2:11][CH3:12])=[O:9])=[N:6][CH:7]=1.Cl[C:14]1[C:19]([N+:20]([O-:22])=[O:21])=[CH:18][C:17]([CH3:23])=[CH:16][N:15]=1. (6) Given the product [C:1]([C:5]1[CH:6]=[CH:7][C:8]([N:11]2[C@@H:15]([C:16]3[C:17]([F:30])=[CH:18][C:19]4[N:23]=[C:22]([C@@H:24]5[CH2:28][CH2:27][CH2:26][N:25]5[C:51](=[O:50])[C@@H:52]([NH:47][C:82]([O:81][CH3:80])=[O:83])[CH:69]([CH3:70])[CH3:74])[NH:21][C:20]=4[CH:29]=3)[CH2:14][CH2:13][C@@H:12]2[C:31]2[C:32]([F:45])=[CH:33][C:34]3[NH:38][C:37]([C@@H:39]4[CH2:43][CH2:42][CH2:41][N:40]4[C:59](=[O:60])[C@@H:58]([NH:57][C:55](=[O:56])[O:54][CH3:53])[CH:62]([CH3:64])[CH3:63])=[N:36][C:35]=3[CH:44]=2)=[CH:9][CH:10]=1)([CH3:4])([CH3:2])[CH3:3], predict the reactants needed to synthesize it. The reactants are: [C:1]([C:5]1[CH:10]=[CH:9][C:8]([N:11]2[C@@H:15]([C:16]3[C:17]([F:30])=[CH:18][C:19]4[N:23]=[C:22]([C@@H:24]5[CH2:28][CH2:27][CH2:26][NH:25]5)[NH:21][C:20]=4[CH:29]=3)[CH2:14][CH2:13][C@@H:12]2[C:31]2[C:32]([F:45])=[CH:33][C:34]3[N:38]=[C:37]([C@@H:39]4[CH2:43][CH2:42][CH2:41][NH:40]4)[NH:36][C:35]=3[CH:44]=2)=[CH:7][CH:6]=1)([CH3:4])([CH3:3])[CH3:2].C[N:47]1[CH2:52][CH2:51][O:50]CC1.[CH3:53][O:54][C:55]([NH:57][C@@H:58]([CH:62]([CH3:64])[CH3:63])[C:59](O)=[O:60])=[O:56].C(Cl)CCl.[CH:69]1[CH:70]=CC2N(O)N=NC=2[CH:74]=1.C[CH2:80][O:81][C:82](C)=[O:83]. (7) The reactants are: [CH3:1][N:2]1[C:10]2[C:5](=[CH:6][CH:7]=[CH:8][CH:9]=2)[C:4]([CH2:11][CH:12]([CH3:14])[CH3:13])=[C:3]1[C:15]([NH:17][C@H:18]([C:22]([NH:24][CH:25]([C:34](=[O:37])[CH2:35]Br)[CH2:26][C:27]([O:29][C:30]([CH3:33])([CH3:32])[CH3:31])=[O:28])=[O:23])[CH:19]([CH3:21])[CH3:20])=[O:16].[F-].[K+].[F:40][C:41]1[CH:46]=[CH:45][C:44]([OH:47])=[CH:43][CH:42]=1.CCCCCC.CCOC(C)=O. Given the product [CH3:1][N:2]1[C:10]2[C:5](=[CH:6][CH:7]=[CH:8][CH:9]=2)[C:4]([CH2:11][CH:12]([CH3:14])[CH3:13])=[C:3]1[C:15]([NH:17][C@H:18]([C:22]([NH:24][CH:25]([C:34](=[O:37])[CH2:35][O:47][C:44]1[CH:45]=[CH:46][C:41]([F:40])=[CH:42][CH:43]=1)[CH2:26][C:27]([O:29][C:30]([CH3:33])([CH3:32])[CH3:31])=[O:28])=[O:23])[CH:19]([CH3:21])[CH3:20])=[O:16], predict the reactants needed to synthesize it. (8) Given the product [Cl:23][C:17]1[CH:18]=[CH:19][CH:20]=[C:21]2[C:16]=1[C:15](=[O:24])[N:14]([CH2:25][C:26]1[CH:31]=[CH:30][C:29]([F:32])=[CH:28][C:27]=1[F:33])[C:13]([C:10]1[O:11][CH:12]=[C:8]([C:39]3[CH:40]=[C:41]([C:43]([F:45])([F:44])[F:46])[CH:42]=[C:37]([S:36][CH2:34][CH3:35])[CH:38]=3)[CH:9]=1)=[CH:22]2, predict the reactants needed to synthesize it. The reactants are: C(=O)([O-])[O-].[K+].[K+].Br[C:8]1[CH:9]=[C:10]([C:13]2[N:14]([CH2:25][C:26]3[CH:31]=[CH:30][C:29]([F:32])=[CH:28][C:27]=3[F:33])[C:15](=[O:24])[C:16]3[C:21]([CH:22]=2)=[CH:20][CH:19]=[CH:18][C:17]=3[Cl:23])[O:11][CH:12]=1.[CH2:34]([S:36][C:37]1[CH:38]=[C:39](B2OC(C)(C)C(C)(C)O2)[CH:40]=[C:41]([C:43]([F:46])([F:45])[F:44])[CH:42]=1)[CH3:35].O. (9) Given the product [Cl:16][C:17]1[CH:22]=[CH:21][CH:20]=[CH:19][C:18]=1[NH:1][C:2]1[CH:3]=[CH:4][C:5]2[N:10]([CH3:11])[C:9](=[O:12])[O:8][C:7]([CH3:13])([CH3:14])[C:6]=2[CH:15]=1, predict the reactants needed to synthesize it. The reactants are: [NH2:1][C:2]1[CH:3]=[CH:4][C:5]2[N:10]([CH3:11])[C:9](=[O:12])[O:8][C:7]([CH3:14])([CH3:13])[C:6]=2[CH:15]=1.[Cl:16][C:17]1[CH:22]=[CH:21][CH:20]=[CH:19][C:18]=1B(O)O. (10) Given the product [CH3:32][C:13]1[C:14]([CH3:31])=[C:15]([NH:20][CH2:21][CH2:22][O:23][CH2:24][C:25]2[CH:30]=[CH:29][N:28]=[CH:27][CH:26]=2)[C:16]([N+:17]([O-:19])=[O:18])=[C:11]([O:9][C:3]2[CH:8]=[CH:7][CH:6]=[CH:5][CH:4]=2)[N:12]=1, predict the reactants needed to synthesize it. The reactants are: [H-].[Na+].[C:3]1([OH:9])[CH:8]=[CH:7][CH:6]=[CH:5][CH:4]=1.Cl[C:11]1[C:16]([N+:17]([O-:19])=[O:18])=[C:15]([NH:20][CH2:21][CH2:22][O:23][CH2:24][C:25]2[CH:30]=[CH:29][N:28]=[CH:27][CH:26]=2)[C:14]([CH3:31])=[C:13]([CH3:32])[N:12]=1.